Predict which catalyst facilitates the given reaction. From a dataset of Catalyst prediction with 721,799 reactions and 888 catalyst types from USPTO. Reactant: C([O:3][C:4]([C:6]1[N:7]=[C:8]2[CH:13]=[C:12]([C:14]#[N:15])[CH:11]=[CH:10][N:9]2[CH:16]=1)=[O:5])C.[OH-].[Na+]. Product: [C:14]([C:12]1[CH:11]=[CH:10][N:9]2[CH:16]=[C:6]([C:4]([OH:5])=[O:3])[N:7]=[C:8]2[CH:13]=1)#[N:15]. The catalyst class is: 38.